Predict which catalyst facilitates the given reaction. From a dataset of Catalyst prediction with 721,799 reactions and 888 catalyst types from USPTO. Reactant: [CH:1]1([C:4]2[C:5]([O:15][C@@H:16]3[CH2:21][CH2:20][CH2:19][NH:18][CH2:17]3)=[CH:6][C:7]([F:14])=[C:8]([CH:13]=2)[C:9]([O:11][CH3:12])=[O:10])[CH2:3][CH2:2]1.C(N(CC)CC)C.FC(F)(F)S(O[CH2:35][C:36]1([C:41]([F:44])([F:43])[F:42])[CH2:40][CH2:39][CH2:38][CH2:37]1)(=O)=O.FF. Product: [CH:1]1([C:4]2[C:5]([O:15][C@@H:16]3[CH2:21][CH2:20][CH2:19][N:18]([CH2:35][C:36]4([C:41]([F:44])([F:43])[F:42])[CH2:40][CH2:39][CH2:38][CH2:37]4)[CH2:17]3)=[CH:6][C:7]([F:14])=[C:8]([CH:13]=2)[C:9]([O:11][CH3:12])=[O:10])[CH2:2][CH2:3]1. The catalyst class is: 21.